This data is from Catalyst prediction with 721,799 reactions and 888 catalyst types from USPTO. The task is: Predict which catalyst facilitates the given reaction. (1) Reactant: [OH:1][C:2]1[CH:3]=[C:4]([C:9]([C@@H:11]2[C@:20]3([CH3:21])[C@H:15]([C:16]([CH3:23])([CH3:22])[CH2:17][CH2:18][CH2:19]3)[CH2:14][C@@H:13]([NH:24][CH2:25][CH2:26][CH2:27][NH:28]C(=O)OC(C)(C)C)[C@H:12]2[CH3:36])=[O:10])[CH:5]=[C:6]([OH:8])[CH:7]=1.[ClH:37]. Product: [ClH:37].[ClH:37].[NH2:28][CH2:27][CH2:26][CH2:25][NH:24][C@@H:13]1[CH2:14][C@@H:15]2[C@:20]([CH3:21])([CH2:19][CH2:18][CH2:17][C:16]2([CH3:23])[CH3:22])[C@@H:11]([C:9]([C:4]2[CH:3]=[C:2]([OH:1])[CH:7]=[C:6]([OH:8])[CH:5]=2)=[O:10])[C@@H:12]1[CH3:36]. The catalyst class is: 41. (2) Reactant: [C:1]([O:4][C@@H:5]1[C@@H:12]([O:13][C:14](=[O:16])[CH3:15])[C@H:11]([O:17][C:18](=[O:20])[CH3:19])[C:8]2([CH2:10][CH2:9]2)[O:7][C@H:6]1[C:21]1[CH:26]=[CH:25][C:24]([Cl:27])=[C:23]([CH2:28][C:29]2[CH:30]=[CH:31][C:32]3[O:37][CH2:36][C:35](=O)[NH:34][C:33]=3[CH:39]=2)[CH:22]=1)(=[O:3])[CH3:2].B.C1COCC1. The catalyst class is: 1. Product: [C:1]([O:4][C@@H:5]1[C@@H:12]([O:13][C:14](=[O:16])[CH3:15])[C@H:11]([O:17][C:18](=[O:20])[CH3:19])[C:8]2([CH2:10][CH2:9]2)[O:7][C@H:6]1[C:21]1[CH:26]=[CH:25][C:24]([Cl:27])=[C:23]([CH2:28][C:29]2[CH:30]=[CH:31][C:32]3[O:37][CH2:36][CH2:35][NH:34][C:33]=3[CH:39]=2)[CH:22]=1)(=[O:3])[CH3:2]. (3) Reactant: [F:1][C:2]1[CH:7]=[CH:6][C:5]([N+:8]([O-:10])=[O:9])=[CH:4][C:3]=1[C:11](=[O:13])[CH3:12].[BrH:14].BrBr.O. Product: [Br:14][CH2:12][C:11]([C:3]1[CH:4]=[C:5]([N+:8]([O-:10])=[O:9])[CH:6]=[CH:7][C:2]=1[F:1])=[O:13]. The catalyst class is: 15. (4) Reactant: C(OC([NH:8][C@H:9]([CH2:29][C:30]1[CH:35]=[CH:34][C:33]([O:36][CH3:37])=[CH:32][CH:31]=1)[C:10]([N:12]1[CH2:17][CH2:16][C:15]([CH:23]2[CH2:28][CH2:27][CH2:26][CH2:25][CH2:24]2)([C:18]([O:20][CH2:21][CH3:22])=[O:19])[CH2:14][CH2:13]1)=[O:11])=O)(C)(C)C.[F:38][C:39]([F:44])([F:43])[C:40]([OH:42])=[O:41]. Product: [F:38][C:39]([F:44])([F:43])[C:40]([OH:42])=[O:41].[NH2:8][C@H:9]([CH2:29][C:30]1[CH:35]=[CH:34][C:33]([O:36][CH3:37])=[CH:32][CH:31]=1)[C:10]([N:12]1[CH2:17][CH2:16][C:15]([CH:23]2[CH2:28][CH2:27][CH2:26][CH2:25][CH2:24]2)([C:18]([O:20][CH2:21][CH3:22])=[O:19])[CH2:14][CH2:13]1)=[O:11]. The catalyst class is: 4. (5) Reactant: [C:1]([O:4][CH2:5][CH2:6][C:7]1[CH:12]=[CH:11][C:10]([C:13]2[N:17]([C:18]3[CH:23]=[CH:22][C:21]([NH2:24])=[CH:20][CH:19]=3)[N:16]=[C:15]([C:25]([F:28])([F:27])[F:26])[CH:14]=2)=[CH:9][CH:8]=1)(=[O:3])[CH3:2].CO[CH:31]1[CH2:35][CH2:34][CH:33](OC)O1. Product: [C:1]([O:4][CH2:5][CH2:6][C:7]1[CH:8]=[CH:9][C:10]([C:13]2[N:17]([C:18]3[CH:23]=[CH:22][C:21]([N:24]4[CH:31]=[CH:35][CH:34]=[CH:33]4)=[CH:20][CH:19]=3)[N:16]=[C:15]([C:25]([F:26])([F:28])[F:27])[CH:14]=2)=[CH:11][CH:12]=1)(=[O:3])[CH3:2]. The catalyst class is: 52. (6) Reactant: [Cl:1][C:2]1[CH:3]=[C:4]([C:8]2[N:9]=[C:10]([NH:17][C:18]3[CH:23]=[CH:22][C:21]([CH2:24][CH:25]=[O:26])=[CH:20][CH:19]=3)[C:11]3[CH2:16][CH2:15][CH2:14][C:12]=3[N:13]=2)[CH:5]=[CH:6][CH:7]=1.C[Si](C)(C)[C:29]([F:32])([F:31])[F:30].[F-].C([NH+](CCCC)CCCC)CCC. Product: [Cl:1][C:2]1[CH:3]=[C:4]([C:8]2[N:9]=[C:10]([NH:17][C:18]3[CH:19]=[CH:20][C:21]([CH2:24][CH:25]([OH:26])[C:29]([F:32])([F:31])[F:30])=[CH:22][CH:23]=3)[C:11]3[CH2:16][CH2:15][CH2:14][C:12]=3[N:13]=2)[CH:5]=[CH:6][CH:7]=1. The catalyst class is: 20. (7) Reactant: [C:1]([CH:3]([C:8]1[CH:13]=[CH:12][C:11]([OH:14])=[CH:10][CH:9]=1)[CH2:4][C:5]([OH:7])=[O:6])#[N:2].[CH3:15]S(O)(=O)=O. Product: [C:1]([CH:3]([C:8]1[CH:9]=[CH:10][C:11]([OH:14])=[CH:12][CH:13]=1)[CH2:4][C:5]([O:7][CH3:15])=[O:6])#[N:2]. The catalyst class is: 5. (8) The catalyst class is: 1. Product: [CH3:1][C:2]1[S:3][C:4]([Sn:16]([CH2:18][CH2:19][CH2:20][CH3:21])([CH2:22][CH2:23][CH2:24][CH3:25])[CH2:12][CH2:13][CH2:14][CH3:15])=[CH:5][N:6]=1. Reactant: [CH3:1][C:2]1[S:3][CH:4]=[CH:5][N:6]=1.C([Li])CCC.[CH2:12]([Sn:16]([CH2:22][CH2:23][CH2:24][CH3:25])([CH2:18][CH2:19][CH2:20][CH3:21])Cl)[CH2:13][CH2:14][CH3:15].C([O-])(O)=O.[Na+]. (9) Reactant: [NH2:1][C:2]1[CH:3]=[CH:4][CH:5]=[C:6]2[C:11]=1[CH2:10][N:9](C(OC(C)(C)C)=O)[CH2:8][CH2:7]2.N1C=CC=CC=1.CN(C1C=CC=CN=1)C.[CH3:34][C:35]1[C:44]2[C:39](=[CH:40][CH:41]=[CH:42][CH:43]=2)[C:38]([S:45]([Cl:48])(=[O:47])=[O:46])=[CH:37][CH:36]=1. Product: [ClH:48].[CH2:10]1[C:11]2[C:6](=[CH:5][CH:4]=[CH:3][C:2]=2[NH:1][S:45]([C:38]2[C:39]3[C:44](=[CH:43][CH:42]=[CH:41][CH:40]=3)[C:35]([CH3:34])=[CH:36][CH:37]=2)(=[O:47])=[O:46])[CH2:7][CH2:8][NH:9]1. The catalyst class is: 4. (10) Reactant: [CH3:1][O:2][C:3]1[CH:8]=[C:7]([CH3:9])[CH:6]=[C:5]([C:10]2[C:11]([OH:17])=[CH:12][CH:13]=[C:14]([CH3:16])[CH:15]=2)[C:4]=1[OH:18].C(N(CC)CC)C.[CH:26]1[C:39]2[C:30](=[CH:31][C:32]3[C:37]([C:38]=2[O:40][P:41](Cl)Cl)=[CH:36][CH:35]=[CH:34][CH:33]=3)[CH:29]=[CH:28][CH:27]=1. Product: [CH:36]1[C:37]2[C:32](=[CH:31][C:30]3[C:39]([C:38]=2[O:40][P:41]2[O:18][C:4]4[C:3]([O:2][CH3:1])=[CH:8][C:7]([CH3:9])=[CH:6][C:5]=4[C:10]4[CH:15]=[C:14]([CH3:16])[CH:13]=[CH:12][C:11]=4[O:17]2)=[CH:26][CH:27]=[CH:28][CH:29]=3)[CH:33]=[CH:34][CH:35]=1. The catalyst class is: 11.